From a dataset of Reaction yield outcomes from USPTO patents with 853,638 reactions. Predict the reaction yield, written as a fraction of the theoretical maximum amount of product (1.0 means a 100% yield; for example, 0.34 means a 34% yield). (1) The reactants are [Br:1][C:2]1[CH:3]=[C:4]([C:9]2[NH:13][C:12]3[CH2:14][CH2:15][CH2:16][CH2:17][C:11]=3[N:10]=2)[C:5]([OH:8])=[N:6][CH:7]=1.[C:18](=O)([O-])[O-].[Cs+].[Cs+].ClCI. The catalyst is CN(C=O)C. The product is [Br:1][C:2]1[CH:7]=[N:6][C:5]2[O:8][CH2:18][N:13]3[C:12]4[CH2:14][CH2:15][CH2:16][CH2:17][C:11]=4[N:10]=[C:9]3[C:4]=2[CH:3]=1. The yield is 0.160. (2) The reactants are [NH2:1][C:2]1[C:3]([CH:12]([OH:15])[CH2:13][CH3:14])=[CH:4][CH:5]=[C:6]2[C:11]=1[N:10]=[CH:9][CH:8]=[CH:7]2. The catalyst is O=[Mn]=O.C(Cl)Cl. The product is [NH2:1][C:2]1[C:3]([C:12](=[O:15])[CH2:13][CH3:14])=[CH:4][CH:5]=[C:6]2[C:11]=1[N:10]=[CH:9][CH:8]=[CH:7]2. The yield is 0.800. (3) The reactants are [NH:1]([S:8]([CH2:11][CH2:12][CH2:13][CH2:14][CH2:15][C:16]([O:18][CH2:19][CH3:20])=[O:17])(=[O:10])=[O:9])[C:2]1[CH:7]=[CH:6][CH:5]=[CH:4][CH:3]=1.[H-].[Na+].[CH2:23](Br)[C:24]1[CH:29]=[CH:28][CH:27]=[CH:26][CH:25]=1.O. The catalyst is COCCOC. The product is [CH2:23]([N:1]([S:8]([CH2:11][CH2:12][CH2:13][CH2:14][CH2:15][C:16]([O:18][CH2:19][CH3:20])=[O:17])(=[O:10])=[O:9])[C:2]1[CH:3]=[CH:4][CH:5]=[CH:6][CH:7]=1)[C:24]1[CH:29]=[CH:28][CH:27]=[CH:26][CH:25]=1. The yield is 0.500. (4) The reactants are Br[C:2]1[C:10]2[CH:9]=[CH:8][C:7]3=[C:11]([C:24]([NH2:26])=[O:25])[S:12][C:13]([O:14][C:15]4[CH:20]=[CH:19][C:18]5[O:21][CH2:22][O:23][C:17]=5[CH:16]=4)=[C:6]3[C:5]=2[N:4]([CH3:27])[N:3]=1.[CH2:28]([Sn]([CH2:28][CH2:29][CH2:30][CH3:31])([CH2:28][CH2:29][CH2:30][CH3:31])[CH2:28][CH2:29][CH2:30][CH3:31])[CH2:29][CH2:30][CH3:31].[Cl-].[Li+]. The catalyst is CN(C=O)C.C(OCC)(=O)C.C1C=CC([P]([Pd]([P](C2C=CC=CC=2)(C2C=CC=CC=2)C2C=CC=CC=2)([P](C2C=CC=CC=2)(C2C=CC=CC=2)C2C=CC=CC=2)[P](C2C=CC=CC=2)(C2C=CC=CC=2)C2C=CC=CC=2)(C2C=CC=CC=2)C2C=CC=CC=2)=CC=1. The product is [CH2:28]([C:2]1[C:10]2[CH2:9][CH2:8][C:7]3=[C:11]([C:24]([NH2:26])=[O:25])[S:12][C:13]([O:14][C:15]4[CH:20]=[CH:19][C:18]5[O:21][CH2:22][O:23][C:17]=5[CH:16]=4)=[C:6]3[C:5]=2[N:4]([CH3:27])[N:3]=1)[CH2:29][CH2:30][CH3:31]. The yield is 0.120. (5) The reactants are [C:1]([C:5]1[CH:9]=[C:8]([CH2:10][NH:11][C:12](=[O:33])[CH:13]([C:15]2[CH:20]=[CH:19][C:18]([C:21]3([O:24][Si](C(C)(C)C)(C)C)[CH2:23][CH2:22]3)=[C:17]([F:32])[CH:16]=2)[CH3:14])[N:7]([C:34]2[CH:39]=[CH:38][CH:37]=[C:36]([Cl:40])[CH:35]=2)[N:6]=1)([CH3:4])([CH3:3])[CH3:2].CCCC[N+](CCCC)(CCCC)CCCC.[F-]. The catalyst is C1COCC1. The product is [C:1]([C:5]1[CH:9]=[C:8]([CH2:10][NH:11][C:12](=[O:33])[CH:13]([C:15]2[CH:20]=[CH:19][C:18]([C:21]3([OH:24])[CH2:23][CH2:22]3)=[C:17]([F:32])[CH:16]=2)[CH3:14])[N:7]([C:34]2[CH:39]=[CH:38][CH:37]=[C:36]([Cl:40])[CH:35]=2)[N:6]=1)([CH3:2])([CH3:3])[CH3:4]. The yield is 0.490.